Dataset: Forward reaction prediction with 1.9M reactions from USPTO patents (1976-2016). Task: Predict the product of the given reaction. (1) The product is: [N:3]1([C:9]2[CH:16]=[C:15]([C:17]([F:18])([F:20])[F:19])[CH:14]=[CH:13][C:10]=2[C:11]#[N:12])[CH:7]=[CH:6][N:5]=[CH:4]1. Given the reactants [H-].[Na+].[NH:3]1[CH:7]=[CH:6][N:5]=[CH:4]1.Cl[C:9]1[CH:16]=[C:15]([C:17]([F:20])([F:19])[F:18])[CH:14]=[CH:13][C:10]=1[C:11]#[N:12].O, predict the reaction product. (2) Given the reactants [Cl:1][C:2]1[C:3]([C:34]2[CH:39]=[CH:38][C:37]([O:40][CH3:41])=[CH:36][CH:35]=2)=[C:4]2[C:18]3[CH2:19][CH2:20][C@H:21]([C:23]([NH:25][C@@H](C4C=CC=CC=4)C)=[O:24])[CH2:22][C:17]=3[S:16][C:5]2=[N:6][C:7]=1[CH2:8][N:9]1[C:13](=[O:14])[CH2:12][CH2:11][C:10]1=[O:15].C1(OC)C=CC=CC=1.CS(O)(=O)=O.C(OCC)(=O)C, predict the reaction product. The product is: [Cl:1][C:2]1[C:3]([C:34]2[CH:39]=[CH:38][C:37]([O:40][CH3:41])=[CH:36][CH:35]=2)=[C:4]2[C:18]3[CH2:19][CH2:20][C@H:21]([C:23]([NH2:25])=[O:24])[CH2:22][C:17]=3[S:16][C:5]2=[N:6][C:7]=1[CH2:8][N:9]1[C:10](=[O:15])[CH2:11][CH2:12][C:13]1=[O:14].